Dataset: Full USPTO retrosynthesis dataset with 1.9M reactions from patents (1976-2016). Task: Predict the reactants needed to synthesize the given product. Given the product [Cl:11][C:9]1[CH:8]=[CH:7][C:5]2[N:6]=[C:2]([N:23]3[CH2:24][CH2:25][N:20]([C:15]4[C:14]([C:13]([F:27])([F:12])[F:26])=[CH:19][CH:18]=[CH:17][N:16]=4)[CH2:21][CH2:22]3)[NH:3][C:4]=2[CH:10]=1, predict the reactants needed to synthesize it. The reactants are: Cl[C:2]1[NH:6][C:5]2[CH:7]=[CH:8][C:9]([Cl:11])=[CH:10][C:4]=2[N:3]=1.[F:12][C:13]([F:27])([F:26])[C:14]1[C:15]([N:20]2[CH2:25][CH2:24][NH:23][CH2:22][CH2:21]2)=[N:16][CH:17]=[CH:18][CH:19]=1.